This data is from Reaction yield outcomes from USPTO patents with 853,638 reactions. The task is: Predict the reaction yield, written as a fraction of the theoretical maximum amount of product (1.0 means a 100% yield; for example, 0.34 means a 34% yield). (1) The reactants are C[C@@H]1C[C@H]1[C:5]([N:7]=[N+]=[N-])=[O:6].[CH2:10]([OH:17])[C:11]1[CH:16]=[CH:15][CH:14]=[CH:13][CH:12]=1.[C:18]1([CH3:24])[CH:23]=[CH:22]C=CC=1. The catalyst is CN(C=O)C.CCOCC.[Cu]Cl. The product is [CH3:24][C@@H:18]1[CH2:23][C@H:22]1[NH:7][C:5](=[O:6])[O:17][CH2:10][C:11]1[CH:16]=[CH:15][CH:14]=[CH:13][CH:12]=1. The yield is 0.570. (2) The reactants are [CH3:1][O:2][C:3]1[CH:8]=[CH:7][C:6]([N:9]2[CH:13]=[C:12]([CH:14]=O)[CH:11]=[N:10]2)=[CH:5][CH:4]=1.II.[OH-].[NH4+:19]. The catalyst is O1CCCC1.S([O-])([O-])(=O)=S.[Na+].[Na+]. The product is [CH3:1][O:2][C:3]1[CH:8]=[CH:7][C:6]([N:9]2[CH:13]=[C:12]([C:14]#[N:19])[CH:11]=[N:10]2)=[CH:5][CH:4]=1. The yield is 1.00. (3) The yield is 0.900. The catalyst is C(O)C. The product is [ClH:2].[ClH:1].[NH2:36][CH:17]([CH2:16][S:13]([C:8]1[CH:7]=[CH:6][C:5]2[C:10](=[CH:11][CH:12]=[C:3]([Cl:2])[CH:4]=2)[CH:9]=1)(=[O:14])=[O:15])[C:18]([N:20]1[CH2:21][CH2:22][CH:23]([N:26]2[CH2:30][C:29]3=[CH:31][N:32]=[C:33]([CH3:34])[N:28]3[C:27]2=[O:35])[CH2:24][CH2:25]1)=[O:19]. The reactants are [ClH:1].[Cl:2][C:3]1[CH:4]=[C:5]2[C:10](=[CH:11][CH:12]=1)[CH:9]=[C:8]([S:13]([CH2:16][CH:17]([NH:36]C(=O)OC(C)(C)C)[C:18]([N:20]1[CH2:25][CH2:24][CH:23]([N:26]3[CH2:30][C:29]4=[CH:31][N:32]=[C:33]([CH3:34])[N:28]4[C:27]3=[O:35])[CH2:22][CH2:21]1)=[O:19])(=[O:15])=[O:14])[CH:7]=[CH:6]2. (4) The reactants are [C:1]([C:5]1[N:10]=[C:9]([N:11]2[CH2:16][CH2:15][N:14]([CH2:17][CH2:18][CH2:19][CH2:20][NH2:21])[CH2:13][CH2:12]2)[CH:8]=[C:7]([C:22]([F:25])([F:24])[F:23])[N:6]=1)([CH3:4])([CH3:3])[CH3:2].C1N=CN([C:31]([N:33]2[CH:37]=N[CH:35]=[CH:34]2)=[O:32])C=1.[C:38]1([CH:44]2CCNC[CH2:45]2)[CH:43]=[CH:42][CH:41]=[CH:40][CH:39]=1. The catalyst is C(Cl)(Cl)Cl.CO. The product is [C:1]([C:5]1[N:10]=[C:9]([N:11]2[CH2:16][CH2:15][N:14]([CH2:17][CH2:18][CH2:19][CH2:20][NH:21][C:31]([N:33]3[CH2:34][CH2:35][CH:44]([C:38]4[CH:43]=[CH:42][CH:41]=[CH:40][CH:39]=4)[CH2:45][CH2:37]3)=[O:32])[CH2:13][CH2:12]2)[CH:8]=[C:7]([C:22]([F:24])([F:25])[F:23])[N:6]=1)([CH3:4])([CH3:2])[CH3:3]. The yield is 0.480. (5) The reactants are Cl[C:2]1[CH:7]=[C:6]([N+:8]([O-:10])=[O:9])[CH:5]=[CH:4][N:3]=1.[NH:11]1[CH2:15][CH2:14][CH2:13][CH2:12]1. The catalyst is C1COCC1. The product is [N+:8]([C:6]1[CH:5]=[CH:4][N:3]=[C:2]([N:11]2[CH2:15][CH2:14][CH2:13][CH2:12]2)[CH:7]=1)([O-:10])=[O:9]. The yield is 0.240. (6) The reactants are Br[C:2]1[C:7](=[O:8])[CH:6]=[CH:5][N:4]([C:9]2[CH:14]=[CH:13][CH:12]=[C:11]([C:15]([F:18])([F:17])[F:16])[CH:10]=2)[N:3]=1.[C:19]1([C:25]2[S:26][CH:27]=[CH:28][C:29]=2B(O)O)[CH:24]=[CH:23][CH:22]=[CH:21][CH:20]=1.C([O-])([O-])=O.[Na+].[Na+]. The catalyst is COCCOC.O.C1C=CC([P]([Pd]([P](C2C=CC=CC=2)(C2C=CC=CC=2)C2C=CC=CC=2)([P](C2C=CC=CC=2)(C2C=CC=CC=2)C2C=CC=CC=2)[P](C2C=CC=CC=2)(C2C=CC=CC=2)C2C=CC=CC=2)(C2C=CC=CC=2)C2C=CC=CC=2)=CC=1. The product is [C:19]1([C:25]2[S:26][CH:27]=[CH:28][C:29]=2[C:2]2[C:7](=[O:8])[CH:6]=[CH:5][N:4]([C:9]3[CH:14]=[CH:13][CH:12]=[C:11]([C:15]([F:18])([F:17])[F:16])[CH:10]=3)[N:3]=2)[CH:20]=[CH:21][CH:22]=[CH:23][CH:24]=1. The yield is 0.230. (7) The reactants are C([Li])CCC.[C:6]1([C:12]#[CH:13])[CH:11]=[CH:10][CH:9]=[CH:8][CH:7]=1.[C:14]1([C:20]([CH:22]2[CH:27]3[CH2:28][CH2:29][N:24]([CH2:25][CH2:26]3)[CH2:23]2)=[O:21])[CH:19]=[CH:18][CH:17]=[CH:16][CH:15]=1. The catalyst is O1CCCC1. The product is [C:14]1([C:20]([CH:22]2[CH:27]3[CH2:28][CH2:29][N:24]([CH2:25][CH2:26]3)[CH2:23]2)([OH:21])[C:13]#[C:12][C:6]2[CH:11]=[CH:10][CH:9]=[CH:8][CH:7]=2)[CH:15]=[CH:16][CH:17]=[CH:18][CH:19]=1. The yield is 0.384.